From a dataset of Forward reaction prediction with 1.9M reactions from USPTO patents (1976-2016). Predict the product of the given reaction. Given the reactants [CH2:1]([O:8][C:9]1[C:10]([NH:22][C:23]2[S:24][CH:25]=[C:26]([CH3:28])[N:27]=2)=[N:11][CH:12]=[C:13]([S:15][C:16]2[CH:21]=[CH:20][CH:19]=[CH:18][CH:17]=2)[CH:14]=1)[C:2]1[CH:7]=[CH:6][CH:5]=[CH:4][CH:3]=1.C1C=C([Cl:35])C=C(C(OO)=[O:37])C=1, predict the reaction product. The product is: [ClH:35].[CH2:1]([O:8][C:9]1[C:10]([NH:22][C:23]2[S:24][CH:25]=[C:26]([CH3:28])[N:27]=2)=[N:11][CH:12]=[C:13]([S:15]([C:16]2[CH:21]=[CH:20][CH:19]=[CH:18][CH:17]=2)=[O:37])[CH:14]=1)[C:2]1[CH:3]=[CH:4][CH:5]=[CH:6][CH:7]=1.